This data is from Reaction yield outcomes from USPTO patents with 853,638 reactions. The task is: Predict the reaction yield, written as a fraction of the theoretical maximum amount of product (1.0 means a 100% yield; for example, 0.34 means a 34% yield). The reactants are [I-].[CH3:2][P+](C1C=CC=CC=1)(C1C=CC=CC=1)C1C=CC=CC=1.CC(C)([O-])C.[K+].[CH:28]([S:31][C:32]1[CH:37]=[CH:36][CH:35]=[CH:34][C:33]=1[CH:38]=O)([CH3:30])[CH3:29].C(=O)(O)[O-].[Na+]. The catalyst is CCOCC. The product is [CH:28]([S:31][C:32]1[CH:37]=[CH:36][CH:35]=[CH:34][C:33]=1[CH:38]=[CH2:2])([CH3:30])[CH3:29]. The yield is 0.810.